Dataset: Catalyst prediction with 721,799 reactions and 888 catalyst types from USPTO. Task: Predict which catalyst facilitates the given reaction. Reactant: Br[C:2]1[CH:11]=[C:10]([C:12]([F:15])([F:14])[F:13])[CH:9]=[C:8]2[C:3]=1[N:4]=[C:5]([N:19]1[CH2:24][CH2:23][N:22]([C:25]([O:27][C:28]([CH3:31])([CH3:30])[CH3:29])=[O:26])[CH2:21][CH2:20]1)[C:6]1[N:7]2[CH:16]=[N:17][N:18]=1.[CH3:32]B1OB(C)OB(C)O1.C([O-])([O-])=O.[K+].[K+]. Product: [CH3:32][C:2]1[CH:11]=[C:10]([C:12]([F:13])([F:14])[F:15])[CH:9]=[C:8]2[C:3]=1[N:4]=[C:5]([N:19]1[CH2:24][CH2:23][N:22]([C:25]([O:27][C:28]([CH3:29])([CH3:31])[CH3:30])=[O:26])[CH2:21][CH2:20]1)[C:6]1[N:7]2[CH:16]=[N:17][N:18]=1. The catalyst class is: 431.